Dataset: Forward reaction prediction with 1.9M reactions from USPTO patents (1976-2016). Task: Predict the product of the given reaction. (1) Given the reactants [F:1][C:2]1[CH:7]=[CH:6][C:5]([N+:8]([O-])=O)=[CH:4][C:3]=1[O:11][CH3:12], predict the reaction product. The product is: [F:1][C:2]1[CH:7]=[CH:6][C:5]([NH2:8])=[CH:4][C:3]=1[O:11][CH3:12]. (2) Given the reactants Cl[C:2]1[CH:7]=[C:6]([N:8]([CH2:16][CH:17]([N:19]2[CH2:24][CH2:23][O:22][CH2:21][CH2:20]2)[CH3:18])C(=O)OC(C)(C)C)[N:5]2[N:25]=[CH:26][CH:27]=[C:4]2[N:3]=1.[Cl:28][C:29]1[CH:30]=[CH:31][C:32]([F:36])=[C:33]([CH:35]=1)[NH2:34].[Li+].C[Si]([N-][Si](C)(C)C)(C)C.CC(C1C=C(C(C)C)C(C2C=CC=CC=2P(C2CCCCC2)C2CCCCC2)=C(C(C)C)C=1)C, predict the reaction product. The product is: [Cl:28][C:29]1[CH:30]=[CH:31][C:32]([F:36])=[C:33]([NH:34][C:2]2[CH:7]=[C:6]([NH:8][CH2:16][CH:17]([N:19]3[CH2:20][CH2:21][O:22][CH2:23][CH2:24]3)[CH3:18])[N:5]3[N:25]=[CH:26][CH:27]=[C:4]3[N:3]=2)[CH:35]=1. (3) Given the reactants [Cl:1][C:2]1[CH:7]=[C:6]([Cl:8])[CH:5]=[CH:4][C:3]=1[CH2:9][CH:10]([NH2:12])[CH3:11].C(N(CC)CC)C.[F:20][C:21]([F:32])([F:31])[C:22]1[CH:30]=[CH:29][CH:28]=[CH:27][C:23]=1[C:24](Cl)=[O:25].O, predict the reaction product. The product is: [Cl:1][C:2]1[CH:7]=[C:6]([Cl:8])[CH:5]=[CH:4][C:3]=1[CH2:9][CH:10]([NH:12][C:24](=[O:25])[C:23]1[CH:27]=[CH:28][CH:29]=[CH:30][C:22]=1[C:21]([F:20])([F:31])[F:32])[CH3:11]. (4) Given the reactants OC(C(F)(F)F)=O.[CH3:8][O:9][C:10](=[O:37])[C@H:11]([CH2:23][C:24]1[CH:29]=[CH:28][C:27]([C:30]2[CH:35]=[CH:34][CH:33]=[CH:32][C:31]=2[NH2:36])=[CH:26][CH:25]=1)[NH:12][C:13](=[O:22])[C:14]1[C:19]([Cl:20])=[CH:18][CH:17]=[CH:16][C:15]=1[Cl:21].CCN(CC)CC.[CH3:45][S:46](Cl)(=[O:48])=[O:47], predict the reaction product. The product is: [CH3:8][O:9][C:10](=[O:37])[C@H:11]([CH2:23][C:24]1[CH:29]=[CH:28][C:27]([C:30]2[CH:35]=[CH:34][CH:33]=[CH:32][C:31]=2[NH:36][S:46]([CH3:45])(=[O:48])=[O:47])=[CH:26][CH:25]=1)[NH:12][C:13](=[O:22])[C:14]1[C:15]([Cl:21])=[CH:16][CH:17]=[CH:18][C:19]=1[Cl:20]. (5) Given the reactants [F:1][C:2]([F:23])([F:22])[C:3]1[CH:4]=[C:5]([N:9]2[CH:14]=[CH:13][C:12](=[O:15])[C:11]([C:16]#[C:17][Si](C)(C)C)=[N:10]2)[CH:6]=[CH:7][CH:8]=1.Cl, predict the reaction product. The product is: [C:16]([C:11]1[C:12](=[O:15])[CH:13]=[CH:14][N:9]([C:5]2[CH:6]=[CH:7][CH:8]=[C:3]([C:2]([F:23])([F:22])[F:1])[CH:4]=2)[N:10]=1)#[CH:17]. (6) The product is: [CH:28]1([N:24]([CH3:25])[C:22](=[O:23])[CH2:21][CH:20]2[C:13]3[C:12]([C:3]4[CH:4]=[CH:5][C:6]([C:8]([F:10])([F:11])[F:9])=[CH:7][C:2]=4[F:1])=[CH:17][N:16]=[CH:15][C:14]=3[CH2:18][CH2:19]2)[CH2:26][CH2:27]1. Given the reactants [F:1][C:2]1[CH:7]=[C:6]([C:8]([F:11])([F:10])[F:9])[CH:5]=[CH:4][C:3]=1[C:12]1[C:13]2[CH:20]([CH2:21][C:22]([N:24]3[CH2:28][CH2:27][CH2:26][CH2:25]3)=[O:23])[CH2:19][CH2:18][C:14]=2[CH:15]=[N:16][CH:17]=1.CNC1CC1, predict the reaction product. (7) Given the reactants [F:1][C:2]1[CH:7]=[CH:6][C:5]([C:8](=O)[CH2:9][C:10](=O)[CH3:11])=[CH:4][CH:3]=1.FC(F)(F)C(O)=O.[F:21][C:22]1[C:27]([CH2:28][NH:29][NH2:30])=[CH:26][CH:25]=[CH:24][N:23]=1.C(N(CC)CC)C.FC(F)(F)C(O)=O, predict the reaction product. The product is: [F:21][C:22]1[C:27]([CH2:28][N:29]2[C:8]([C:5]3[CH:6]=[CH:7][C:2]([F:1])=[CH:3][CH:4]=3)=[CH:9][C:10]([CH3:11])=[N:30]2)=[CH:26][CH:25]=[CH:24][N:23]=1.